Dataset: Catalyst prediction with 721,799 reactions and 888 catalyst types from USPTO. Task: Predict which catalyst facilitates the given reaction. (1) Reactant: Br[C:2]1[CH:7]=[CH:6][CH:5]=C(Br)[C:3]=1[C:9]1[NH:10][C:11]2[C:17]3[S:18][CH:19]=[CH:20][C:16]=3[C:15]3[CH:21]=[CH:22][S:23][C:14]=3[C:12]=2[N:13]=1.[C:24]([Cu])#[N:25].[OH-].[NH4+:28].C(O[CH2:33][CH3:34])(=O)C. Product: [NH:13]1[C:12]2[C:14]3[S:23][CH:22]=[CH:21][C:15]=3[C:16]3[CH:20]=[CH:19][S:18][C:17]=3[C:11]=2[N:10]=[C:9]1[C:3]1[C:34]([C:33]#[N:28])=[CH:5][CH:6]=[CH:7][C:2]=1[C:24]#[N:25]. The catalyst class is: 198. (2) Reactant: [Li]C(C)(C)C.[Si:6]([C:10]#[CH:11])([CH3:9])([CH3:8])[CH3:7].[C:12]([Si:16]([CH3:23])([CH3:22])[O:17][CH2:18][C@H:19]1[CH2:21][O:20]1)([CH3:15])([CH3:14])[CH3:13].B(F)(F)F. Product: [Si:16]([O:17][CH2:18][C@H:19]([OH:20])[CH2:21][C:11]#[C:10][Si:6]([CH3:9])([CH3:8])[CH3:7])([C:12]([CH3:15])([CH3:14])[CH3:13])([CH3:23])[CH3:22]. The catalyst class is: 1. (3) Reactant: Br[CH2:2][C:3]([C:5]1[C:6]([C:11]2[CH:16]=[CH:15][CH:14]=[CH:13][CH:12]=2)=[N:7][O:8][C:9]=1[CH3:10])=O.[NH2:17][C:18]1[C:23]([CH3:24])=[CH:22][CH:21]=[CH:20][N:19]=1. Product: [CH3:24][C:23]1[C:18]2[N:19]([CH:2]=[C:3]([C:5]3[C:6]([C:11]4[CH:16]=[CH:15][CH:14]=[CH:13][CH:12]=4)=[N:7][O:8][C:9]=3[CH3:10])[N:17]=2)[CH:20]=[CH:21][CH:22]=1. The catalyst class is: 8. (4) Reactant: [F:1][C:2]1[CH:7]=[C:6]([F:8])[CH:5]=[CH:4][C:3]=1[C:9]1[CH:14]=[CH:13][C:12]([S:15]([NH:18][C:19]2[CH:24]=[CH:23][CH:22]=[C:21]([CH:25]3[CH2:27][O:26]3)[CH:20]=2)(=[O:17])=[O:16])=[CH:11][CH:10]=1.[CH3:28][NH:29][CH3:30]. Product: [CH3:28][N:29]([CH3:30])[CH2:27][CH:25]([C:21]1[CH:20]=[C:19]([NH:18][S:15]([C:12]2[CH:13]=[CH:14][C:9]([C:3]3[CH:4]=[CH:5][C:6]([F:8])=[CH:7][C:2]=3[F:1])=[CH:10][CH:11]=2)(=[O:17])=[O:16])[CH:24]=[CH:23][CH:22]=1)[OH:26]. The catalyst class is: 8.